This data is from Full USPTO retrosynthesis dataset with 1.9M reactions from patents (1976-2016). The task is: Predict the reactants needed to synthesize the given product. (1) Given the product [C:21]([C:17]1([CH2:16][CH2:15][CH2:14][CH2:13][CH:12]([OH:24])[CH2:11][CH2:10][CH2:9][CH2:8][C:4]2([C:1]([OH:3])=[O:2])[CH2:5][CH2:6][CH2:7]2)[CH2:18][CH2:19][CH2:20]1)([OH:23])=[O:22], predict the reactants needed to synthesize it. The reactants are: [C:1]([C:4]1([CH2:8][CH2:9][CH2:10][CH2:11][C:12](=[O:24])[CH2:13][CH2:14][CH2:15][CH2:16][C:17]2([C:21]([OH:23])=[O:22])[CH2:20][CH2:19][CH2:18]2)[CH2:7][CH2:6][CH2:5]1)([OH:3])=[O:2].[BH4-].[Na+].Cl. (2) Given the product [CH3:7][O:8][CH2:9][O:10][C@@H:11]1[CH2:28][CH2:27][C@@:26]2([CH3:29])[C@@H:13]([CH2:14][CH2:15][C@@H:16]3[C@@H:25]2[CH2:24][CH2:23][C@@:21]2([CH3:22])[C@H:17]3[CH2:18][CH2:19][C@@H:20]2[CH2:30][OH:5])[CH2:12]1, predict the reactants needed to synthesize it. The reactants are: B.C1C[O:5]CC1.[CH3:7][O:8][CH2:9][O:10][C@@H:11]1[CH2:28][CH2:27][C@@:26]2([CH3:29])[C@@H:13]([CH2:14][CH2:15][C@@H:16]3[C@@H:25]2[CH2:24][CH2:23][C@@:21]2([CH3:22])[C@H:17]3[CH2:18][CH2:19][C:20]2=[CH2:30])[CH2:12]1.[OH-].[Na+].OO. (3) The reactants are: [Cl:1][C:2]1[CH:7]=[CH:6][C:5]([C:8]2[N:9]=[CH:10][C:11]([CH2:21][OH:22])=[N:12][C:13]=2[C:14]2[CH:19]=[CH:18][C:17]([Cl:20])=[CH:16][CH:15]=2)=[CH:4][CH:3]=1.O.[OH-].[Na+].[F:26][C:27]1[CH:34]=[CH:33][C:30]([CH2:31]Br)=[CH:29][CH:28]=1. Given the product [Cl:1][C:2]1[CH:3]=[CH:4][C:5]([C:8]2[C:13]([C:14]3[CH:19]=[CH:18][C:17]([Cl:20])=[CH:16][CH:15]=3)=[N:12][C:11]([CH2:21][O:22][CH2:31][C:30]3[CH:33]=[CH:34][C:27]([F:26])=[CH:28][CH:29]=3)=[CH:10][N:9]=2)=[CH:6][CH:7]=1, predict the reactants needed to synthesize it. (4) Given the product [CH3:9][O:8][C:5]1[CH:4]=[C:3]([CH3:10])[C:2]([B:14]2[O:15][C:16]([CH3:18])([CH3:17])[C:12]([CH3:28])([CH3:11])[O:13]2)=[CH:7][N:6]=1, predict the reactants needed to synthesize it. The reactants are: Br[C:2]1[C:3]([CH3:10])=[CH:4][C:5]([O:8][CH3:9])=[N:6][CH:7]=1.[CH3:11][C:12]1([CH3:28])[C:16]([CH3:18])([CH3:17])[O:15][B:14]([B:14]2[O:15][C:16]([CH3:18])([CH3:17])[C:12]([CH3:28])([CH3:11])[O:13]2)[O:13]1.C([O-])(=O)C.[K+]. (5) Given the product [Cl:17][C:18]1[CH:23]=[C:22]([Cl:24])[CH:21]=[CH:20][C:19]=1[N:25]1[C:30]2=[N:31][C:32]3[CH:37]=[CH:36][CH:35]=[C:34](/[CH:38]=[CH:11]/[C:12]([O:14][CH2:15][CH3:16])=[O:13])[C:33]=3[N:29]2[CH2:28][CH2:27][CH2:26]1, predict the reactants needed to synthesize it. The reactants are: [H-].[Na+].C(OP([CH2:11][C:12]([O:14][CH2:15][CH3:16])=[O:13])(OCC)=O)C.[Cl:17][C:18]1[CH:23]=[C:22]([Cl:24])[CH:21]=[CH:20][C:19]=1[N:25]1[C:30]2=[N:31][C:32]3[C:33](=[C:34]([CH:38]=O)[CH:35]=[CH:36][CH:37]=3)[N:29]2[CH2:28][CH2:27][CH2:26]1. (6) Given the product [F:30][C:29]([F:32])([F:31])[C:26]1[CH:27]=[CH:28][C:23]([O:22][C:18]2[CH:17]=[C:16]([C:2](=[C:3]3[CH2:8][CH2:7][N:6]([C:9]([O:11][C:12]([CH3:15])([CH3:14])[CH3:13])=[O:10])[CH2:5][CH2:4]3)[CH3:33])[CH:21]=[CH:20][CH:19]=2)=[N:24][CH:25]=1, predict the reactants needed to synthesize it. The reactants are: Br[C:2]([C:16]1[CH:21]=[CH:20][CH:19]=[C:18]([O:22][C:23]2[CH:28]=[CH:27][C:26]([C:29]([F:32])([F:31])[F:30])=[CH:25][N:24]=2)[CH:17]=1)=[C:3]1[CH2:8][CH2:7][N:6]([C:9]([O:11][C:12]([CH3:15])([CH3:14])[CH3:13])=[O:10])[CH2:5][CH2:4]1.[CH3:33]B(O)O.C(=O)([O-])[O-].[K+].[K+]. (7) Given the product [CH2:1]([O:3][C:4]([C:6]1[N:7]=[C:8]([N:11]2[CH2:12][CH:13]([O:15][S:17]([CH3:16])(=[O:19])=[O:18])[CH2:14]2)[S:9][CH:10]=1)=[O:5])[CH3:2], predict the reactants needed to synthesize it. The reactants are: [CH2:1]([O:3][C:4]([C:6]1[N:7]=[C:8]([N:11]2[CH2:14][CH:13]([OH:15])[CH2:12]2)[S:9][CH:10]=1)=[O:5])[CH3:2].[CH3:16][S:17](Cl)(=[O:19])=[O:18].C(N(CC)CC)C.C(O)C. (8) Given the product [CH2:32]([NH:36][C:37](=[O:44])[C:38](=[O:43])[C@@H:39]([NH:42][C:29]([C@@H:13]1[CH2:12][C@@H:11]([S:8]([C:3]2[CH:4]=[CH:5][CH:6]=[CH:7][C:2]=2[Cl:1])(=[O:9])=[O:10])[CH2:15][N:14]1[C:16]([C:18]1([C:21]2[C:26]([F:27])=[CH:25][C:24]([Cl:28])=[CH:23][N:22]=2)[CH2:19][CH2:20]1)=[O:17])=[O:31])[CH2:40][CH3:41])[CH2:33][CH2:34][CH3:35], predict the reactants needed to synthesize it. The reactants are: [Cl:1][C:2]1[CH:7]=[CH:6][CH:5]=[CH:4][C:3]=1[S:8]([C@H:11]1[CH2:15][N:14]([C:16]([C:18]2([C:21]3[C:26]([F:27])=[CH:25][C:24]([Cl:28])=[CH:23][N:22]=3)[CH2:20][CH2:19]2)=[O:17])[C@H:13]([C:29]([OH:31])=O)[CH2:12]1)(=[O:10])=[O:9].[CH2:32]([NH:36][C:37](=[O:44])[C:38](=[O:43])[C@@H:39]([NH2:42])[CH2:40][CH3:41])[CH2:33][CH2:34][CH3:35]. (9) Given the product [NH2:9][C:10]1[CH:18]=[CH:17][C:16]([Cl:1])=[C:15]2[C:11]=1[CH:12]=[N:13][N:14]2[C:19]([O:21][C:22]([CH3:25])([CH3:24])[CH3:23])=[O:20], predict the reactants needed to synthesize it. The reactants are: [Cl:1]N1C(=O)CCC1=O.[NH2:9][C:10]1[CH:18]=[CH:17][CH:16]=[C:15]2[C:11]=1[CH:12]=[N:13][N:14]2[C:19]([O:21][C:22]([CH3:25])([CH3:24])[CH3:23])=[O:20]. (10) Given the product [CH:24](/[C:2]1[N:3]=[C:4]([NH2:23])[C:5]2[N:6]=[C:7]([NH:20][CH2:21][CH3:22])[N:8]([C:18]=2[N:19]=1)[C@@H:9]1[O:17][C@H:14]([CH2:15][OH:16])[C@@H:12]([OH:13])[C@H:10]1[OH:11])=[CH:25]\[CH2:26][CH2:27][CH2:28][CH3:29], predict the reactants needed to synthesize it. The reactants are: I[C:2]1[N:3]=[C:4]([NH2:23])[C:5]2[N:6]=[C:7]([NH:20][CH2:21][CH3:22])[N:8]([C:18]=2[N:19]=1)[C@@H:9]1[O:17][C@H:14]([CH2:15][OH:16])[C@@H:12]([OH:13])[C@H:10]1[OH:11].[CH2:24]=[CH:25][CH2:26][CH2:27][CH2:28][CH3:29].CO.CC#N.